From a dataset of Reaction yield outcomes from USPTO patents with 853,638 reactions. Predict the reaction yield, written as a fraction of the theoretical maximum amount of product (1.0 means a 100% yield; for example, 0.34 means a 34% yield). (1) The reactants are C(O[N:19]1[C:24](=O)[CH2:23][CH2:22][C:20]1=O)(OCC1C2C(=CC=CC=2)C2C1=CC=CC=2)=O.Cl.N[C@@H:28](CC=CC)[C:29]([OH:31])=[O:30].C([O-])(O)=O.[Na+].Cl. The catalyst is CC(C)=O.O. The product is [CH2:24]([NH:19][CH2:28][C:29]([OH:31])=[O:30])[CH:23]=[CH:22][CH3:20]. The yield is 0.780. (2) The catalyst is ClCCl.O. The reactants are [O:1]1[CH2:6][CH2:5][CH:4]([CH2:7][C:8]([OH:10])=[O:9])[CH2:3][CH2:2]1.[CH2:11](O)[C:12]1[CH:17]=[CH:16][CH:15]=[CH:14][CH:13]=1.C(N(CC)CC)C.CCCCCC.C(OCC)(=O)C. The yield is 0.320. The product is [O:1]1[CH2:6][CH2:5][CH:4]([CH2:7][C:8]([O:10][CH2:11][C:12]2[CH:17]=[CH:16][CH:15]=[CH:14][CH:13]=2)=[O:9])[CH2:3][CH2:2]1. (3) The reactants are [CH:1]([N:4]1[C:8]([C:9]2[CH:10]=[C:11]3[N:17]([N:18]=2)[C:16]2[CH:19]=[C:20]([C:23](O)=[O:24])[CH:21]=[CH:22][C:15]=2[O:14][CH2:13][CH2:12]3)=[N:7][CH:6]=[N:5]1)([CH3:3])[CH3:2].CCN(C(C)C)C(C)C.CN(C(ON1N=NC2C=CC=NC1=2)=[N+](C)C)C.F[P-](F)(F)(F)(F)F.C1C=CC2N(O)N=NC=2C=1.[NH2:69][CH2:70][C:71]([CH3:74])([OH:73])[CH3:72]. The catalyst is CN(C=O)C. The product is [OH:73][C:71]([CH3:74])([CH3:72])[CH2:70][NH:69][C:23]([C:20]1[CH:21]=[CH:22][C:15]2[O:14][CH2:13][CH2:12][C:11]3[N:17]([N:18]=[C:9]([C:8]4[N:4]([CH:1]([CH3:2])[CH3:3])[N:5]=[CH:6][N:7]=4)[CH:10]=3)[C:16]=2[CH:19]=1)=[O:24]. The yield is 0.670. (4) The reactants are [C:1]([C@H:5]([NH:9][NH:10][C:11](=[O:21])[C:12]1[CH:17]=[CH:16][CH:15]=[C:14]([O:18][CH3:19])[C:13]=1[CH3:20])[CH2:6][CH:7]=[CH2:8])([CH3:4])([CH3:3])[CH3:2].C[C@@:23]([C:31]1[CH:36]=[CH:35][CH:34]=[CH:33][CH:32]=1)([C:27]([F:30])([F:29])[F:28])[C:24](Cl)=[O:25].[C:37]([O-])([O-])=[O:38].[K+].[K+]. The catalyst is C(Cl)Cl.O. The product is [C:1]([C@H:5]([N:9]([C:24](=[O:25])[C@@:23]([O:38][CH3:37])([C:31]1[CH:36]=[CH:35][CH:34]=[CH:33][CH:32]=1)[C:27]([F:30])([F:29])[F:28])[NH:10][C:11](=[O:21])[C:12]1[CH:17]=[CH:16][CH:15]=[C:14]([O:18][CH3:19])[C:13]=1[CH3:20])[CH2:6][CH:7]=[CH2:8])([CH3:4])([CH3:2])[CH3:3]. The yield is 0.164. (5) The reactants are [Cl:1][C:2]1[CH:6]=[N:5][N:4]([CH3:7])[C:3]=1[C:8]1[CH:9]=[C:10]([NH:15][C:16]([NH:18][C:19]2[CH:24]=[CH:23][C:22]([F:25])=[CH:21][C:20]=2[F:26])=[O:17])[CH:11]=[CH:12][C:13]=1[OH:14].C1(P(C2C=CC=CC=2)C2C=CC=CC=2)C=CC=CC=1.O[CH2:47][CH2:48][N:49]1[CH2:53][CH2:52][CH2:51][CH2:50]1.N(C(OC(C)C)=O)=NC(OC(C)C)=O. The catalyst is C1COCC1. The product is [Cl:1][C:2]1[CH:6]=[N:5][N:4]([CH3:7])[C:3]=1[C:8]1[CH:9]=[C:10]([NH:15][C:16]([NH:18][C:19]2[CH:24]=[CH:23][C:22]([F:25])=[CH:21][C:20]=2[F:26])=[O:17])[CH:11]=[CH:12][C:13]=1[O:14][CH2:47][CH2:48][N:49]1[CH2:53][CH2:52][CH2:51][CH2:50]1. The yield is 0.528. (6) The reactants are [C:14]1(P([C:14]2[CH:19]=[CH:18][CH:17]=[CH:16][CH:15]=2)[C:14]2[CH:19]=[CH:18][CH:17]=[CH:16][CH:15]=2)[CH:19]=[CH:18][CH:17]=[CH:16][CH:15]=1.[CH3:20]O.[N:22]([C:30]([O:32][CH:33](C)C)=O)=[N:23][C:24]([O:26][CH:27]([CH3:29])[CH3:28])=[O:25].[NH:36]1[CH:40]=CC(C([O-])=O)=N1.[O:44]1[CH2:48][CH2:47][CH2:46][CH2:45]1. No catalyst specified. The product is [C:40]([C:14]1[CH:15]=[CH:16][C:17]([O:44][C:45]2[C:30]([O:32][CH3:33])=[N:22][N:23]([C:24]([O:26][C:27]([CH3:28])([CH3:29])[CH3:20])=[O:25])[C:46]=2[CH2:47][CH3:48])=[CH:18][CH:19]=1)#[N:36]. The yield is 0.430. (7) The reactants are [C:1]1([Li])[CH:6]=[CH:5][CH:4]=[CH:3][CH:2]=1.Br[C:9]1[CH2:18][CH2:17][C:16]2[C:11](=[CH:12][CH:13]=[C:14]([O:19][CH3:20])[CH:15]=2)[C:10]=1[C:21]1[CH:22]=[CH:23][C:24]([O:27][CH2:28][CH2:29][N:30]2[CH2:34][CH2:33][CH2:32][CH2:31]2)=[N:25][CH:26]=1.[NH4+].[Cl-]. The catalyst is C1COCC1.[Cl-].[Zn+2].[Cl-].C1C=CC([P]([Pd]([P](C2C=CC=CC=2)(C2C=CC=CC=2)C2C=CC=CC=2)([P](C2C=CC=CC=2)(C2C=CC=CC=2)C2C=CC=CC=2)[P](C2C=CC=CC=2)(C2C=CC=CC=2)C2C=CC=CC=2)(C2C=CC=CC=2)C2C=CC=CC=2)=CC=1. The product is [CH3:20][O:19][C:14]1[CH:15]=[C:16]2[C:11](=[CH:12][CH:13]=1)[C:10]([C:21]1[CH:22]=[CH:23][C:24]([O:27][CH2:28][CH2:29][N:30]3[CH2:34][CH2:33][CH2:32][CH2:31]3)=[N:25][CH:26]=1)=[C:9]([C:1]1[CH:6]=[CH:5][CH:4]=[CH:3][CH:2]=1)[CH2:18][CH2:17]2. The yield is 0.680. (8) The reactants are [NH2:1][C:2]1[CH:3]=[C:4]([CH:17]=[CH:18][CH:19]=1)[O:5][C:6]1[C:15]2[NH:14][C:13](=[O:16])[CH:12]=[N:11][C:10]=2[N:9]=[CH:8][CH:7]=1.[C:20]([C:24]1[CH:25]=[C:26]([CH:30]=[CH:31][CH:32]=1)[C:27](Cl)=[O:28])([CH3:23])([CH3:22])[CH3:21]. No catalyst specified. The product is [C:20]([C:24]1[CH:25]=[C:26]([CH:30]=[CH:31][CH:32]=1)[C:27]([NH:1][C:2]1[CH:19]=[CH:18][CH:17]=[C:4]([O:5][C:6]2[C:15]3[NH:14][C:13](=[O:16])[CH:12]=[N:11][C:10]=3[N:9]=[CH:8][CH:7]=2)[CH:3]=1)=[O:28])([CH3:23])([CH3:21])[CH3:22]. The yield is 0.220. (9) The reactants are Cl[CH2:2][C@@H:3]1[O:12][CH2:11][C@@H:6]2[CH2:7][O:8][CH2:9][CH2:10][N:5]2[CH2:4]1.[C:13]([O-:16])(=[O:15])[CH3:14].[K+]. The catalyst is CN(C=O)C. The product is [C:13]([O:16][CH2:2][CH:3]1[O:12][CH2:11][CH:6]2[CH2:7][O:8][CH2:9][CH2:10][N:5]2[CH2:4]1)(=[O:15])[CH3:14]. The yield is 0.420. (10) The yield is 0.581. The catalyst is C(O)(=O)C. The reactants are [Br:1][C:2]1[CH:7]=[CH:6][C:5]([C:8]([CH3:19])([CH3:18])[CH2:9][C:10]([OH:17])([C:13]([F:16])([F:15])[F:14])[CH:11]=O)=[C:4]([O:20][CH3:21])[CH:3]=1.[NH2:22][C:23]1[CH:31]=[CH:30][CH:29]=[C:28]2[C:24]=1[CH2:25][C:26](=[O:32])[NH:27]2. The product is [Br:1][C:2]1[CH:7]=[CH:6][C:5]([C:8]([CH3:18])([CH3:19])[CH2:9][C:10]([OH:17])([C:13]([F:16])([F:15])[F:14])[CH:11]=[N:22][C:23]2[CH:31]=[CH:30][CH:29]=[C:28]3[C:24]=2[CH2:25][C:26](=[O:32])[NH:27]3)=[C:4]([O:20][CH3:21])[CH:3]=1.